Predict the reactants needed to synthesize the given product. From a dataset of Full USPTO retrosynthesis dataset with 1.9M reactions from patents (1976-2016). (1) Given the product [Br:1][C:2]1[CH:3]=[C:4]([CH:5]=[CH:6][CH:7]=1)[O:8][CH2:13][CH2:12][C:11]([OH:15])=[O:14], predict the reactants needed to synthesize it. The reactants are: [Br:1][C:2]1[CH:3]=[C:4]([OH:8])[CH:5]=[CH:6][CH:7]=1.[H-].[Na+].[C:11]1(=[O:15])[O:14][CH2:13][CH2:12]1.Cl. (2) The reactants are: [F:1][C:2]([F:10])([F:9])[CH2:3][CH2:4][CH2:5][C:6]([OH:8])=[O:7].ClC(Cl)(Cl)C(=N)O[C:15]([CH3:18])([CH3:17])[CH3:16].B(F)(F)F.CCOCC.C([O-])(O)=O.[Na+]. Given the product [F:1][C:2]([F:10])([F:9])[CH2:3][CH2:4][CH2:5][C:6]([O:8][C:15]([CH3:18])([CH3:17])[CH3:16])=[O:7], predict the reactants needed to synthesize it.